From a dataset of Full USPTO retrosynthesis dataset with 1.9M reactions from patents (1976-2016). Predict the reactants needed to synthesize the given product. (1) Given the product [Cl:28][CH2:29][CH2:30][NH:31][C:32]([NH:1][C:2]1[CH:7]=[C:6]([S:8]([CH3:11])(=[O:9])=[O:10])[CH:5]=[C:4]([NH:12][C:13]2[N:22]=[CH:21][C:20]3[N:19]([CH3:23])[C:18](=[O:24])[CH2:17][N:16]([CH:25]([CH3:27])[CH3:26])[C:15]=3[N:14]=2)[CH:3]=1)=[O:33], predict the reactants needed to synthesize it. The reactants are: [NH2:1][C:2]1[CH:3]=[C:4]([NH:12][C:13]2[N:22]=[CH:21][C:20]3[N:19]([CH3:23])[C:18](=[O:24])[CH2:17][N:16]([CH:25]([CH3:27])[CH3:26])[C:15]=3[N:14]=2)[CH:5]=[C:6]([S:8]([CH3:11])(=[O:10])=[O:9])[CH:7]=1.[Cl:28][CH2:29][CH2:30][N:31]=[C:32]=[O:33].C(OC(C)C)(C)C. (2) Given the product [CH2:1]([CH:3]1[CH2:11][C:10]2[C:5](=[CH:6][CH:7]=[CH:8][CH:9]=2)[NH:4]1)[CH3:2], predict the reactants needed to synthesize it. The reactants are: [CH2:1]([C:3]1[NH:4][C:5]2[C:10]([CH:11]=1)=[CH:9][CH:8]=[CH:7][CH:6]=2)[CH3:2].C([BH3-])#N.[Na+]. (3) Given the product [CH2:13]([N:8]1[C:6]2=[N:7][C:2]([B:15]3[O:19][C:18]([CH3:21])([CH3:20])[C:17]([CH3:23])([CH3:22])[O:16]3)=[CH:3][N:4]=[C:5]2[NH:11][CH2:10][C:9]1=[O:12])[CH3:14], predict the reactants needed to synthesize it. The reactants are: Br[C:2]1[N:7]=[C:6]2[N:8]([CH2:13][CH3:14])[C:9](=[O:12])[CH2:10][NH:11][C:5]2=[N:4][CH:3]=1.[B:15]1([B:15]2[O:19][C:18]([CH3:21])([CH3:20])[C:17]([CH3:23])([CH3:22])[O:16]2)[O:19][C:18]([CH3:21])([CH3:20])[C:17]([CH3:23])([CH3:22])[O:16]1.C([O-])(=O)C.[K+]. (4) Given the product [CH:17]1[CH:18]=[C:19]2[C:24]3=[C:25]([O:27][C:28]4([C:35]5[CH:36]=[CH:37][CH:38]=[C:39]([O:40][CH2:41][C:42]6[CH:43]=[CH:44][CH:12]=[N:11][CH:46]=6)[C:34]=5[C:32](=[O:33])[CH:31]=[CH:30]4)[O:29][C:23]3=[CH:22][CH:21]=[CH:20]2)[CH:26]=1, predict the reactants needed to synthesize it. The reactants are: C([O-])([O-])=O.[K+].[K+].CS([N:11]1CCNC[CH2:12]1)(=O)=O.[CH:17]1[CH:18]=[C:19]2[C:24]3=[C:25]([O:27][C:28]4([C:35]5[CH:36]=[CH:37][CH:38]=[C:39]([O:40][CH2:41][C:42]6[CH:43]=[CH:44]O[CH:46]=6)[C:34]=5[C:32](=[O:33])[CH:31]=[CH:30]4)[O:29][C:23]3=[CH:22][CH:21]=[CH:20]2)[CH:26]=1.O.